Dataset: Forward reaction prediction with 1.9M reactions from USPTO patents (1976-2016). Task: Predict the product of the given reaction. (1) Given the reactants [OH:1][C:2]1[CH:22]=[CH:21][C:5]([C:6]([N:8]2[CH2:13][CH2:12][N:11]([C:14]([O:16][C:17]([CH3:20])([CH3:19])[CH3:18])=[O:15])[CH2:10][CH2:9]2)=[O:7])=[CH:4][CH:3]=1.[H-].[Na+].Cl[C:26]1[N:27]([CH2:34][C@:35]2([CH3:38])[CH2:37][O:36]2)[CH:28]=[C:29]([N+:31]([O-:33])=[O:32])[N:30]=1, predict the reaction product. The product is: [CH3:37][C@@:35]1([CH2:38][O:1][C:2]2[CH:3]=[CH:4][C:5]([C:6]([N:8]3[CH2:9][CH2:10][N:11]([C:14]([O:16][C:17]([CH3:19])([CH3:18])[CH3:20])=[O:15])[CH2:12][CH2:13]3)=[O:7])=[CH:21][CH:22]=2)[O:36][C:26]2=[N:30][C:29]([N+:31]([O-:33])=[O:32])=[CH:28][N:27]2[CH2:34]1. (2) Given the reactants [Cl:1][C:2]1[CH:3]=[C:4]([CH:8]=[CH:9][C:10]=1[O:11][CH:12]([CH3:14])[CH3:13])[C:5]([OH:7])=O.CN(C(ON1N=NC2C=CC=NC1=2)=[N+](C)C)C.F[P-](F)(F)(F)(F)F.CCN(C(C)C)C(C)C.O[NH:49][C:50](=[NH:69])[C:51]1[CH:52]=[C:53]2[C:57](=[CH:58][C:59]=1[CH3:60])[N:56]([CH2:61][CH2:62][CH2:63][C:64]([O:66][CH2:67][CH3:68])=[O:65])[N:55]=[CH:54]2, predict the reaction product. The product is: [Cl:1][C:2]1[CH:3]=[C:4]([C:5]2[O:7][N:49]=[C:50]([C:51]3[CH:52]=[C:53]4[C:57](=[CH:58][C:59]=3[CH3:60])[N:56]([CH2:61][CH2:62][CH2:63][C:64]([O:66][CH2:67][CH3:68])=[O:65])[N:55]=[CH:54]4)[N:69]=2)[CH:8]=[CH:9][C:10]=1[O:11][CH:12]([CH3:14])[CH3:13]. (3) Given the reactants [C:1]([O:5][C:6]([NH:8][CH2:9][C:10]1[CH:11]=[C:12]([C:16]2[CH:21]=[C:20](Cl)[CH:19]=[C:18]([CH2:23][O:24][C:25]3[CH:30]=[CH:29][CH:28]=[CH:27][C:26]=3[CH2:31][C:32]([O:34][C:35]([CH3:38])([CH3:37])[CH3:36])=[O:33])[CH:17]=2)[CH:13]=[CH:14][CH:15]=1)=[O:7])([CH3:4])([CH3:3])[CH3:2].[CH:39]1([B-](F)(F)F)[CH2:41][CH2:40]1.[K+].C([O-])([O-])=O.[K+].[K+], predict the reaction product. The product is: [C:1]([O:5][C:6]([NH:8][CH2:9][C:10]1[CH:11]=[C:12]([C:16]2[CH:21]=[C:20]([CH:39]3[CH2:41][CH2:40]3)[CH:19]=[C:18]([CH2:23][O:24][C:25]3[CH:30]=[CH:29][CH:28]=[CH:27][C:26]=3[CH2:31][C:32]([O:34][C:35]([CH3:38])([CH3:37])[CH3:36])=[O:33])[CH:17]=2)[CH:13]=[CH:14][CH:15]=1)=[O:7])([CH3:4])([CH3:3])[CH3:2].